This data is from Full USPTO retrosynthesis dataset with 1.9M reactions from patents (1976-2016). The task is: Predict the reactants needed to synthesize the given product. (1) Given the product [CH3:20][O:21][C:8]1[CH:7]=[C:3]2[C:2](=[CH:10][C:9]=1[O:16][CH3:13])[N:1]=[CH:17][N:19]=[C:4]2[OH:5], predict the reactants needed to synthesize it. The reactants are: [NH2:1][C:2]1[CH:10]=[C:9](C)[C:8](C)=[CH:7][C:3]=1[C:4](O)=[O:5].[C:13]([OH:16])(=O)C.[CH:17]([NH2:19])=N.[CH3:20][O:21]CCO. (2) The reactants are: [F:1][C:2]1[CH:11]=[C:10]([F:12])[CH:9]=[C:8]2[C:3]=1[C:4]([NH:20][C:21]1[C:26](I)=[CH:25][N:24]=[C:23]([N:28]3[CH2:33][CH2:32][O:31][CH2:30][CH2:29]3)[CH:22]=1)=[C:5]([CH3:19])[C:6]([C:13]1[CH:18]=[CH:17][CH:16]=[CH:15][N:14]=1)=[N:7]2.[F:34][C:35]([F:46])([F:45])[C:36]1[CH:41]=[CH:40][C:39](B(O)O)=[CH:38][CH:37]=1.C1(P(C2CCCCC2)C2CCCCC2)CCCCC1.[O-]P([O-])([O-])=O.[K+].[K+].[K+]. Given the product [F:1][C:2]1[CH:11]=[C:10]([F:12])[CH:9]=[C:8]2[C:3]=1[C:4]([NH:20][C:21]1[C:26]([C:39]3[CH:40]=[CH:41][C:36]([C:35]([F:46])([F:45])[F:34])=[CH:37][CH:38]=3)=[CH:25][N:24]=[C:23]([N:28]3[CH2:33][CH2:32][O:31][CH2:30][CH2:29]3)[CH:22]=1)=[C:5]([CH3:19])[C:6]([C:13]1[CH:18]=[CH:17][CH:16]=[CH:15][N:14]=1)=[N:7]2, predict the reactants needed to synthesize it. (3) Given the product [S:1]1[C:5]2[CH:6]=[CH:7][CH:8]=[CH:9][C:4]=2[N:3]=[C:2]1[C:10]1[CH:14]=[N:13][NH:12][C:11]=1[NH:15][CH3:16], predict the reactants needed to synthesize it. The reactants are: [S:1]1[C:5]2[CH:6]=[CH:7][CH:8]=[CH:9][C:4]=2[N:3]=[C:2]1[C:10]1[C:11]([NH:15][CH:16]=O)=[N:12][NH:13][CH:14]=1.[H-].[Al+3].[Li+].[H-].[H-].[H-]. (4) Given the product [F:23][C:2]([F:1])([F:24])[S:3]([O:6][C:7]1[CH:12]=[CH:11][C:10]([C:13]2[CH:22]=[CH:21][CH:20]=[C:19]3[C:18]=2[N:17]=[CH:16][CH:15]=[CH:14]3)=[CH:9][CH:8]=1)(=[O:5])=[O:4], predict the reactants needed to synthesize it. The reactants are: [F:1][C:2]([F:24])([F:23])[S:3]([O:6][C:7]1[CH:12]=[CH:11][C:10]([C:13]2[CH:22]=[CH:21][CH:20]=[C:19]3[C:14]=2[CH:15]=[CH:16][N:17]=[CH:18]3)=[CH:9][CH:8]=1)(=[O:5])=[O:4].BrC1C=CC=C2C=1N=CC=C2. (5) Given the product [C:7]([C@@H:9]1[CH2:13][CH2:12][CH2:11][N:10]1[C:14]([O:16][CH2:17][C:18]1[CH:19]=[CH:20][CH:21]=[CH:22][CH:23]=1)=[O:15])(=[O:8])[CH3:1], predict the reactants needed to synthesize it. The reactants are: [CH3:1][Mg]Br.CON(C)[C:7]([C@@H:9]1[CH2:13][CH2:12][CH2:11][N:10]1[C:14]([O:16][CH2:17][C:18]1[CH:23]=[CH:22][CH:21]=[CH:20][CH:19]=1)=[O:15])=[O:8].[Cl-].[NH4+]. (6) Given the product [CH2:1]([O:3][C:4](=[O:32])[CH:5]([C:10]1[CH:11]=[C:12]([C:22]2[CH:23]=[CH:24][C:25]([C:28]([F:29])([F:30])[F:31])=[CH:26][CH:27]=2)[CH:13]=[C:14]([CH:16]2[CH2:21][CH2:20][CH2:19][N:18]([CH2:34][C:35]3[CH:44]=[CH:43][C:42]4[C:37](=[CH:38][CH:39]=[CH:40][CH:41]=4)[CH:36]=3)[CH2:17]2)[CH:15]=1)[CH2:6][CH:7]([CH3:9])[CH3:8])[CH3:2], predict the reactants needed to synthesize it. The reactants are: [CH2:1]([O:3][C:4](=[O:32])[CH:5]([C:10]1[CH:11]=[C:12]([C:22]2[CH:27]=[CH:26][C:25]([C:28]([F:31])([F:30])[F:29])=[CH:24][CH:23]=2)[CH:13]=[C:14]([CH:16]2[CH2:21][CH2:20][CH2:19][NH:18][CH2:17]2)[CH:15]=1)[CH2:6][CH:7]([CH3:9])[CH3:8])[CH3:2].Br[CH2:34][C:35]1[CH:44]=[CH:43][C:42]2[C:37](=[CH:38][CH:39]=[CH:40][CH:41]=2)[CH:36]=1.C(N(C(C)C)CC)(C)C. (7) Given the product [CH:18]([O:17][C:10]1[CH:9]=[C:8]([C:21]([F:22])([F:23])[F:24])[C:7]2[CH:6]=[C:5]3[N:4]([CH2:25][C:26]([F:28])([F:29])[F:27])[CH:3]([CH2:2][O:1][CH2:33][CH2:34][CH3:35])[CH2:16][O:15][C:14]3=[CH:13][C:12]=2[N:11]=1)([CH3:20])[CH3:19], predict the reactants needed to synthesize it. The reactants are: [OH:1][CH2:2][CH:3]1[CH2:16][O:15][C:14]2[C:5](=[CH:6][C:7]3[C:8]([C:21]([F:24])([F:23])[F:22])=[CH:9][C:10]([O:17][CH:18]([CH3:20])[CH3:19])=[N:11][C:12]=3[CH:13]=2)[N:4]1[CH2:25][C:26]([F:29])([F:28])[F:27].[H-].[Na+].I[CH2:33][CH2:34][CH3:35]. (8) Given the product [CH:10]1[C:11]2[CH:12]([CH2:14][O:15][C:16]([NH:18][C@:19]34[CH2:55][CH2:54][C@@H:53]([C:56]5([CH3:58])[CH2:57][O:64]5)[C@@H:20]3[C@@H:21]3[C@@:34]([CH3:37])([CH2:35][CH2:36]4)[C@@:33]4([CH3:38])[C@@H:24]([C@:25]5([CH3:52])[C@@H:30]([CH2:31][CH2:32]4)[C:29]([CH3:40])([CH3:39])[C:28]([C:41]4[CH:50]=[CH:49][C:44]([C:45]([O:47][CH3:48])=[O:46])=[C:43]([F:51])[CH:42]=4)=[CH:27][CH2:26]5)[CH2:23][CH2:22]3)=[O:17])[C:13]3[C:5](=[CH:4][CH:3]=[CH:2][CH:1]=3)[C:6]=2[CH:7]=[CH:8][CH:9]=1, predict the reactants needed to synthesize it. The reactants are: [CH:1]1[C:13]2[CH:12]([CH2:14][O:15][C:16]([NH:18][C@:19]34[CH2:55][CH2:54][C@@H:53]([C:56]([CH3:58])=[CH2:57])[C@@H:20]3[C@@H:21]3[C@@:34]([CH3:37])([CH2:35][CH2:36]4)[C@@:33]4([CH3:38])[C@@H:24]([C@:25]5([CH3:52])[C@@H:30]([CH2:31][CH2:32]4)[C:29]([CH3:40])([CH3:39])[C:28]([C:41]4[CH:50]=[CH:49][C:44]([C:45]([O:47][CH3:48])=[O:46])=[C:43]([F:51])[CH:42]=4)=[CH:27][CH2:26]5)[CH2:23][CH2:22]3)=[O:17])[C:11]3[C:6](=[CH:7][CH:8]=[CH:9][CH:10]=3)[C:5]=2[CH:4]=[CH:3][CH:2]=1.ClC1C=C(C=CC=1)C(OO)=[O:64].